Dataset: Catalyst prediction with 721,799 reactions and 888 catalyst types from USPTO. Task: Predict which catalyst facilitates the given reaction. Reactant: COC(=O)[CH2:4][CH2:5][C:6]1[CH:14]=[CH:13][C:12]2[C:8](=[C:9]([CH3:16])[N:10]([CH3:15])[N:11]=2)[C:7]=1[C:17]([O:19]C)=O.[H-].[Na+].Cl.[OH-].[Na+]. Product: [CH3:16][C:9]1[N:10]([CH3:15])[N:11]=[C:12]2[C:8]=1[C:7]1[C:17](=[O:19])[CH2:4][CH2:5][C:6]=1[CH:14]=[CH:13]2. The catalyst class is: 83.